This data is from Forward reaction prediction with 1.9M reactions from USPTO patents (1976-2016). The task is: Predict the product of the given reaction. Given the reactants [H-].[Na+].[CH3:3][N:4]([C:22]1[CH:27]=[CH:26][C:25]([O:28][C:29]([F:32])([F:31])[F:30])=[CH:24][CH:23]=1)[C:5](=[O:21])[O:6][CH2:7][C@@:8]([OH:20])([CH3:19])[CH2:9][N:10]1[CH:14]=[C:13]([N+:15]([O-:17])=[O:16])[N:12]=[C:11]1Cl.O.C(OCC)(=O)C, predict the reaction product. The product is: [CH3:3][N:4]([C:22]1[CH:27]=[CH:26][C:25]([O:28][C:29]([F:32])([F:31])[F:30])=[CH:24][CH:23]=1)[C:5](=[O:21])[O:6][CH2:7][C@:8]1([CH3:19])[O:20][C:11]2=[N:12][C:13]([N+:15]([O-:17])=[O:16])=[CH:14][N:10]2[CH2:9]1.